The task is: Regression. Given a peptide amino acid sequence and an MHC pseudo amino acid sequence, predict their binding affinity value. This is MHC class II binding data.. This data is from Peptide-MHC class II binding affinity with 134,281 pairs from IEDB. (1) The peptide sequence is TKKGNVWEVKSSKPLVGPFN. The MHC is DRB1_1302 with pseudo-sequence DRB1_1302. The binding affinity (normalized) is 0.756. (2) The peptide sequence is DVNASFRAAMATTAN. The MHC is HLA-DPA10103-DPB10401 with pseudo-sequence HLA-DPA10103-DPB10401. The binding affinity (normalized) is 0.142.